Dataset: Catalyst prediction with 721,799 reactions and 888 catalyst types from USPTO. Task: Predict which catalyst facilitates the given reaction. (1) Reactant: [CH2:1]([O:3][C:4]([C:6]1[S:10][C:9](Br)=[N:8][C:7]=1[CH3:12])=[O:5])[CH3:2].[C:13]1([OH:19])[CH:18]=[CH:17][CH:16]=[CH:15][CH:14]=1.C(=O)([O-])[O-].[K+].[K+]. Product: [CH2:1]([O:3][C:4]([C:6]1[S:10][C:9]([O:19][C:13]2[CH:18]=[CH:17][CH:16]=[CH:15][CH:14]=2)=[N:8][C:7]=1[CH3:12])=[O:5])[CH3:2]. The catalyst class is: 9. (2) Product: [CH2:18]([O:21][C:22]1([CH3:28])[CH2:23][CH2:24][N:25]([C:9]2[N:4]3[N:3]=[C:2]([Br:1])[CH:17]=[C:5]3[N:6]=[C:7]([CH3:16])[C:8]=2[CH2:11][C:12]([O:14][CH3:15])=[O:13])[CH2:26][CH2:27]1)[CH:19]=[CH2:20]. The catalyst class is: 3. Reactant: [Br:1][C:2]1[CH:17]=[C:5]2[N:6]=[C:7]([CH3:16])[C:8]([CH2:11][C:12]([O:14][CH3:15])=[O:13])=[C:9](Cl)[N:4]2[N:3]=1.[CH2:18]([O:21][C:22]1([CH3:28])[CH2:27][CH2:26][NH:25][CH2:24][CH2:23]1)[CH:19]=[CH2:20].CCN(C(C)C)C(C)C.O. (3) Reactant: Br[C:2]1[CH:7]=[CH:6][C:5]([C:8]#[N:9])=[CH:4][N:3]=1.[CH:10]1([NH2:14])[CH2:13][CH2:12][CH2:11]1. Product: [CH:10]1([NH:14][C:2]2[CH:7]=[CH:6][C:5]([C:8]#[N:9])=[CH:4][N:3]=2)[CH2:13][CH2:12][CH2:11]1. The catalyst class is: 12. (4) Reactant: Cl.[C:2]([CH:4]1[CH2:9][CH2:8][CH2:7][CH2:6][NH:5]1)#[CH:3].[OH-].[Na+].[CH3:12][C:13]1[CH:14]=[CH:15][C:16]([N:22]2[N:26]=[CH:25][CH:24]=[N:23]2)=[C:17]([CH:21]=1)[C:18](Cl)=[O:19]. Product: [C:2]([CH:4]1[CH2:9][CH2:8][CH2:7][CH2:6][N:5]1[C:18]([C:17]1[CH:21]=[C:13]([CH3:12])[CH:14]=[CH:15][C:16]=1[N:22]1[N:26]=[CH:25][CH:24]=[N:23]1)=[O:19])#[CH:3]. The catalyst class is: 260. (5) Reactant: C([O-])([O-])=O.[K+].[K+].Cl[C:8]1[C:25]([O:26][CH3:27])=[C:24]([Cl:28])[C:23]([F:29])=[CH:22][C:9]=1[C:10]([C:12](=[CH:17][NH:18][CH:19]1[CH2:21][CH2:20]1)[C:13]([O:15][CH3:16])=[O:14])=[O:11]. Product: [CH:19]1([N:18]2[C:8]3[C:9](=[CH:22][C:23]([F:29])=[C:24]([Cl:28])[C:25]=3[O:26][CH3:27])[C:10](=[O:11])[C:12]([C:13]([O:15][CH3:16])=[O:14])=[CH:17]2)[CH2:21][CH2:20]1. The catalyst class is: 3. (6) Reactant: [OH2:1].[CH3:2][O:3][C:4]([C:6]1[S:7][C:8]([C:28]2[CH:33]=[CH:32][CH:31]=[CH:30][CH:29]=2)=[CH:9][C:10]=1[N:11]([C:19]([CH:21]1[CH2:26][CH2:25][CH:24]([CH3:27])[CH2:23][CH2:22]1)=[O:20])[CH:12]1[CH2:17][CH2:16][C:15](=[CH2:18])[CH2:14][CH2:13]1)=[O:5].[OH-].[Na+].[BH4-].[Na+]. Product: [CH3:2][O:3][C:4]([C:6]1[S:7][C:8]([C:28]2[CH:29]=[CH:30][CH:31]=[CH:32][CH:33]=2)=[CH:9][C:10]=1[N:11]([CH:12]1[CH2:17][CH2:16][C:15]([OH:1])([CH3:18])[CH2:14][CH2:13]1)[C:19]([C@H:21]1[CH2:26][CH2:25][C@@H:24]([CH3:27])[CH2:23][CH2:22]1)=[O:20])=[O:5].[CH3:2][O:3][C:4]([C:6]1[S:7][C:8]([C:28]2[CH:29]=[CH:30][CH:31]=[CH:32][CH:33]=2)=[CH:9][C:10]=1[N:11]([CH:12]1[CH2:17][CH2:16][C:15]([OH:1])([CH3:18])[CH2:14][CH2:13]1)[C:19]([C@H:21]1[CH2:26][CH2:25][C@H:24]([CH3:27])[CH2:23][CH2:22]1)=[O:20])=[O:5]. The catalyst class is: 7. (7) Reactant: C[NH:2][CH2:3][CH2:4][NH:5][CH3:6].C(Cl)(Cl)Cl.[C:11]([C:13]1[CH:18]=[CH:17][C:16]([S:19](Cl)(=[O:21])=[O:20])=[CH:15][CH:14]=1)#[N:12].[C:23](=O)([O-])O.[Na+]. Product: [C:11]([C:13]1[CH:18]=[CH:17][C:16]([S:19]([NH:2][CH2:3][CH2:4][N:5]([CH3:6])[CH3:23])(=[O:21])=[O:20])=[CH:15][CH:14]=1)#[N:12]. The catalyst class is: 803.